From a dataset of NCI-60 drug combinations with 297,098 pairs across 59 cell lines. Regression. Given two drug SMILES strings and cell line genomic features, predict the synergy score measuring deviation from expected non-interaction effect. (1) Drug 1: C1=CN(C=N1)CC(O)(P(=O)(O)O)P(=O)(O)O. Drug 2: CN1C2=C(C=C(C=C2)N(CCCl)CCCl)N=C1CCCC(=O)O.Cl. Cell line: MDA-MB-435. Synergy scores: CSS=2.94, Synergy_ZIP=1.74, Synergy_Bliss=5.41, Synergy_Loewe=3.50, Synergy_HSA=1.18. (2) Drug 1: CC=C1C(=O)NC(C(=O)OC2CC(=O)NC(C(=O)NC(CSSCCC=C2)C(=O)N1)C(C)C)C(C)C. Drug 2: C1CCC(C(C1)N)N.C(=O)(C(=O)[O-])[O-].[Pt+4]. Cell line: DU-145. Synergy scores: CSS=60.8, Synergy_ZIP=-3.39, Synergy_Bliss=-0.828, Synergy_Loewe=-25.8, Synergy_HSA=1.08. (3) Drug 1: CN1C2=C(C=C(C=C2)N(CCCl)CCCl)N=C1CCCC(=O)O.Cl. Drug 2: C#CCC(CC1=CN=C2C(=N1)C(=NC(=N2)N)N)C3=CC=C(C=C3)C(=O)NC(CCC(=O)O)C(=O)O. Cell line: SK-OV-3. Synergy scores: CSS=-5.85, Synergy_ZIP=2.11, Synergy_Bliss=-0.780, Synergy_Loewe=-4.65, Synergy_HSA=-5.47. (4) Drug 1: CC1CCC2CC(C(=CC=CC=CC(CC(C(=O)C(C(C(=CC(C(=O)CC(OC(=O)C3CCCCN3C(=O)C(=O)C1(O2)O)C(C)CC4CCC(C(C4)OC)O)C)C)O)OC)C)C)C)OC. Drug 2: CC=C1C(=O)NC(C(=O)OC2CC(=O)NC(C(=O)NC(CSSCCC=C2)C(=O)N1)C(C)C)C(C)C. Cell line: EKVX. Synergy scores: CSS=25.2, Synergy_ZIP=-7.09, Synergy_Bliss=-5.54, Synergy_Loewe=-2.95, Synergy_HSA=-2.59. (5) Drug 1: C(=O)(N)NO. Drug 2: C1CN(P(=O)(OC1)NCCCl)CCCl. Cell line: MALME-3M. Synergy scores: CSS=-0.577, Synergy_ZIP=1.64, Synergy_Bliss=2.42, Synergy_Loewe=0.171, Synergy_HSA=0.321. (6) Drug 1: CN(C(=O)NC(C=O)C(C(C(CO)O)O)O)N=O. Drug 2: CC(C)CN1C=NC2=C1C3=CC=CC=C3N=C2N. Cell line: RPMI-8226. Synergy scores: CSS=3.20, Synergy_ZIP=-3.70, Synergy_Bliss=-5.59, Synergy_Loewe=-6.24, Synergy_HSA=-6.33. (7) Drug 1: CNC(=O)C1=CC=CC=C1SC2=CC3=C(C=C2)C(=NN3)C=CC4=CC=CC=N4. Drug 2: CCCCC(=O)OCC(=O)C1(CC(C2=C(C1)C(=C3C(=C2O)C(=O)C4=C(C3=O)C=CC=C4OC)O)OC5CC(C(C(O5)C)O)NC(=O)C(F)(F)F)O. Cell line: SNB-19. Synergy scores: CSS=3.99, Synergy_ZIP=-1.49, Synergy_Bliss=1.24, Synergy_Loewe=1.74, Synergy_HSA=2.03. (8) Drug 1: C1CCN(CC1)CCOC2=CC=C(C=C2)C(=O)C3=C(SC4=C3C=CC(=C4)O)C5=CC=C(C=C5)O. Drug 2: COC1=CC(=CC(=C1O)OC)C2C3C(COC3=O)C(C4=CC5=C(C=C24)OCO5)OC6C(C(C7C(O6)COC(O7)C8=CC=CS8)O)O. Cell line: IGROV1. Synergy scores: CSS=26.7, Synergy_ZIP=-5.99, Synergy_Bliss=0.481, Synergy_Loewe=-9.23, Synergy_HSA=-0.101. (9) Drug 1: CC1C(C(CC(O1)OC2CC(OC(C2O)C)OC3=CC4=CC5=C(C(=O)C(C(C5)C(C(=O)C(C(C)O)O)OC)OC6CC(C(C(O6)C)O)OC7CC(C(C(O7)C)O)OC8CC(C(C(O8)C)O)(C)O)C(=C4C(=C3C)O)O)O)O. Drug 2: CN1C2=C(C=C(C=C2)N(CCCl)CCCl)N=C1CCCC(=O)O.Cl. Cell line: A549. Synergy scores: CSS=16.9, Synergy_ZIP=-0.697, Synergy_Bliss=-0.229, Synergy_Loewe=-50.9, Synergy_HSA=-1.40. (10) Drug 1: C1=NC2=C(N1)C(=S)N=C(N2)N. Drug 2: CC1=C(C=C(C=C1)C(=O)NC2=CC(=CC(=C2)C(F)(F)F)N3C=C(N=C3)C)NC4=NC=CC(=N4)C5=CN=CC=C5. Cell line: RPMI-8226. Synergy scores: CSS=26.9, Synergy_ZIP=0.839, Synergy_Bliss=-1.51, Synergy_Loewe=-15.0, Synergy_HSA=-5.59.